This data is from Catalyst prediction with 721,799 reactions and 888 catalyst types from USPTO. The task is: Predict which catalyst facilitates the given reaction. (1) Reactant: [N:1]12[CH2:8][CH2:7][CH:4]([CH2:5][CH2:6]1)[CH:3]([O:9][C:10](=[O:21])[NH:11][C:12]1([C:15]3[CH:19]=[C:18](Br)[S:17][CH:16]=3)[CH2:14][CH2:13]1)[CH2:2]2.[F:22][C:23]1[CH:28]=[CH:27][C:26](B(O)O)=[CH:25][CH:24]=1.C1(P(C2CCCCC2)C2CCCCC2)CCCCC1.P([O-])([O-])([O-])=O.[K+].[K+].[K+]. Product: [F:22][C:23]1[CH:28]=[CH:27][C:26]([C:18]2[S:17][CH:16]=[C:15]([C:12]([NH:11][C:10](=[O:21])[O:9][CH:3]3[CH:4]4[CH2:5][CH2:6][N:1]([CH2:8][CH2:7]4)[CH2:2]3)([CH3:14])[CH3:13])[CH:19]=2)=[CH:25][CH:24]=1. The catalyst class is: 167. (2) Reactant: C([O:3][C:4](=[O:33])[C:5]([O:8][C:9]1[CH:14]=[CH:13][C:12]([CH2:15][CH2:16][CH2:17][C:18]2[NH:22][C:21](=[O:23])[N:20]([CH2:24][C:25]3[CH:30]=[CH:29][C:28]([CH3:31])=[C:27]([CH3:32])[CH:26]=3)[N:19]=2)=[CH:11][CH:10]=1)([CH3:7])[CH3:6])C.[OH-].[Na+]. Product: [CH3:32][C:27]1[CH:26]=[C:25]([CH2:24][N:20]2[C:21](=[O:23])[NH:22][C:18]([CH2:17][CH2:16][CH2:15][C:12]3[CH:11]=[CH:10][C:9]([O:8][C:5]([CH3:7])([CH3:6])[C:4]([OH:33])=[O:3])=[CH:14][CH:13]=3)=[N:19]2)[CH:30]=[CH:29][C:28]=1[CH3:31]. The catalyst class is: 8. (3) Reactant: [C:1]([O:5][C:6]([N:8]([CH3:17])[C@@H:9]1[CH2:13][CH2:12][C@H:11]([C:14]([OH:16])=O)[CH2:10]1)=[O:7])([CH3:4])([CH3:3])[CH3:2].[CH2:18]([NH2:21])[C:19]#[CH:20].Cl.CN(C)CCCN=C=NCC.O.ON1C2C=CC=CC=2N=N1. Product: [C:1]([O:5][C:6](=[O:7])[N:8]([CH3:17])[C@@H:9]1[CH2:13][CH2:12][C@H:11]([C:14](=[O:16])[NH:21][CH2:18][C:19]#[CH:20])[CH2:10]1)([CH3:2])([CH3:3])[CH3:4]. The catalyst class is: 9. (4) Reactant: N1C=CN=C1.[Si:6](Cl)([C:9]([CH3:12])([CH3:11])[CH3:10])([CH3:8])[CH3:7].[OH:14][C@@H:15]1[CH2:19][NH:18][C:17](=[O:20])[CH2:16]1.Cl. The catalyst class is: 9. Product: [C:9]([Si:6]([CH3:8])([CH3:7])[O:14][C@@H:15]1[CH2:19][NH:18][C:17](=[O:20])[CH2:16]1)([CH3:12])([CH3:11])[CH3:10]. (5) Reactant: [C:1]([N:4]([CH3:26])[C:5]1[CH:6]=[CH:7][C:8]([NH:18][CH2:19][CH:20]2[CH2:25][CH2:24][O:23][CH2:22][CH2:21]2)=[C:9]([NH:11][C:12](=O)[C:13]([F:16])([F:15])[CH3:14])[CH:10]=1)(=[O:3])[CH3:2]. Product: [F:15][C:13]([C:12]1[N:18]([CH2:19][CH:20]2[CH2:25][CH2:24][O:23][CH2:22][CH2:21]2)[C:8]2[CH:7]=[CH:6][C:5]([N:4]([CH3:26])[C:1](=[O:3])[CH3:2])=[CH:10][C:9]=2[N:11]=1)([F:16])[CH3:14]. The catalyst class is: 15. (6) Reactant: [CH2:1]([O:3][C:4]([C:6]1[CH:7]=[C:8]([C:19](O)=[O:20])[CH:9]=[C:10]([C:12]2[CH:17]=[CH:16][C:15]([CH3:18])=[CH:14][CH:13]=2)[CH:11]=1)=[O:5])[CH3:2].Cl.CN(C)CCCN=C=NCC.O.ON1C2C=CC=CC=2N=N1.[CH3:45][NH:46][CH2:47][CH:48]([CH3:50])[CH3:49].C(N(CC)C(C)C)(C)C. Product: [CH2:47]([N:46]([CH3:45])[C:19]([C:8]1[CH:7]=[C:6]([C:4]([O:3][CH2:1][CH3:2])=[O:5])[CH:11]=[C:10]([C:12]2[CH:17]=[CH:16][C:15]([CH3:18])=[CH:14][CH:13]=2)[CH:9]=1)=[O:20])[CH:48]([CH3:50])[CH3:49]. The catalyst class is: 2. (7) Reactant: [C:1]1([C:13](=O)[C:14]([C:20]2[C:28]3[C:23](=[CH:24][CH:25]=[CH:26][CH:27]=3)[N:22](C(OC(C)(C)C)=O)[CH:21]=2)(C)[C:15](OC)=[O:16])[C:11]2=[C:12]3[C:7](=[CH:8][CH:9]=[CH:10]2)[CH2:6][CH2:5][CH2:4][N:3]3[CH:2]=1.[NH2:37][NH2:38].C12(CS(O)(=O)=O)C(C)(C)C(CC1)CC2=O. Product: [C:1]1([C:13]2[NH:38][NH:37][C:15](=[O:16])[C:14]=2[C:20]2[C:28]3[C:23](=[CH:24][CH:25]=[CH:26][CH:27]=3)[NH:22][CH:21]=2)[C:11]2=[C:12]3[C:7](=[CH:8][CH:9]=[CH:10]2)[CH2:6][CH2:5][CH2:4][N:3]3[CH:2]=1. The catalyst class is: 15. (8) The catalyst class is: 32. Product: [C:1]([O:5][C:6](=[O:13])[NH:7][CH:8]1[CH2:12][CH2:11][N:10]([C:15]2[C:24]3[C:19](=[CH:20][CH:21]=[CH:22][CH:23]=3)[N:18]=[CH:17][CH:16]=2)[CH2:9]1)([CH3:4])([CH3:2])[CH3:3]. Reactant: [C:1]([O:5][C:6](=[O:13])[NH:7][CH:8]1[CH2:12][CH2:11][NH:10][CH2:9]1)([CH3:4])([CH3:3])[CH3:2].Cl[C:15]1[C:24]2[C:19](=[CH:20][CH:21]=[CH:22][CH:23]=2)[N:18]=[CH:17][CH:16]=1. (9) Reactant: Br[C:2]1[CH:3]=[N:4][C:5]([N:8]2[CH2:25][CH2:24][CH2:23][C@@:10]3([C:14](=[O:15])[N:13]([C@H:16]4[CH2:21][CH2:20][C@@H:19]([OH:22])[CH2:18][CH2:17]4)[CH2:12][CH2:11]3)[CH2:9]2)=[N:6][CH:7]=1.O1CCOCC1.[NH:32]1[CH:36]=[CH:35][CH:34]=[N:33]1.CN[C@H]1CCCC[C@@H]1NC.C(=O)([O-])[O-].[K+].[K+]. Product: [OH:22][C@@H:19]1[CH2:20][CH2:21][C@H:16]([N:13]2[CH2:12][CH2:11][C@:10]3([CH2:23][CH2:24][CH2:25][N:8]([C:5]4[N:4]=[CH:3][C:2]([N:32]5[CH:36]=[CH:35][CH:34]=[N:33]5)=[CH:7][N:6]=4)[CH2:9]3)[C:14]2=[O:15])[CH2:17][CH2:18]1. The catalyst class is: 205.